From a dataset of Forward reaction prediction with 1.9M reactions from USPTO patents (1976-2016). Predict the product of the given reaction. Given the reactants [Cl:1][C:2]1[CH:3]=[C:4]([C:12]2[S:13][C:14]([C:17]3[C:18]([CH2:26][CH3:27])=[C:19]([CH2:23]C=O)[CH:20]=[CH:21][CH:22]=3)=[CH:15][N:16]=2)[CH:5]=[CH:6][C:7]=1[O:8][CH:9]([CH3:11])[CH3:10].[C:28](O)(=O)C.C([O-])(=O)C.[Na+].Cl.[CH3:38][NH:39][CH2:40][C:41]([O:43][CH3:44])=[O:42], predict the reaction product. The product is: [Cl:1][C:2]1[CH:3]=[C:4]([C:12]2[S:13][C:14]([C:17]3[C:18]([CH2:26][CH3:27])=[C:19]([CH2:23][CH2:38][N:39]([CH3:28])[CH2:40][C:41]([O:43][CH3:44])=[O:42])[CH:20]=[CH:21][CH:22]=3)=[CH:15][N:16]=2)[CH:5]=[CH:6][C:7]=1[O:8][CH:9]([CH3:11])[CH3:10].